From a dataset of HIV replication inhibition screening data with 41,000+ compounds from the AIDS Antiviral Screen. Binary Classification. Given a drug SMILES string, predict its activity (active/inactive) in a high-throughput screening assay against a specified biological target. (1) The drug is COC(=O)CCCC1(CCCC(=O)OC)CCCCCCCCC(CCCC(=O)OC)(CCCC(=O)OC)C(=O)C1=O. The result is 0 (inactive). (2) The result is 1 (active). The molecule is COC(=O)N1CCCCC(CCC#CC[Si](C)(C)C)C1=O. (3) The compound is N=C(N)NS(=O)(=O)c1ccc(NC(=O)c2ccc3nc4ccccc4c(Nc4ccc(S(N)(=O)=O)cc4)c3c2)cc1. The result is 0 (inactive). (4) The molecule is COc1ccc(-c2cc3ccccc3nc2O)cc1OC. The result is 0 (inactive). (5) The molecule is CCN(CC)CCOc1ccc2c(c1)C(=O)c1cc(OCCN(CC)CC)ccc1-2. The result is 0 (inactive).